This data is from Catalyst prediction with 721,799 reactions and 888 catalyst types from USPTO. The task is: Predict which catalyst facilitates the given reaction. (1) Reactant: C(Cl)(=O)C(Cl)=O.CS(C)=O.[OH:11][CH:12]1[CH2:16][CH2:15][N:14]([C:17]2[CH:27]=[CH:26][C:20]([C:21]([O:23][CH2:24][CH3:25])=[O:22])=[CH:19][CH:18]=2)[CH2:13]1.CCN(CC)CC. Product: [O:11]=[C:12]1[CH2:16][CH2:15][N:14]([C:17]2[CH:27]=[CH:26][C:20]([C:21]([O:23][CH2:24][CH3:25])=[O:22])=[CH:19][CH:18]=2)[CH2:13]1. The catalyst class is: 2. (2) Reactant: [CH3:1][N:2]1[CH2:7][CH2:6][C:5]([C:11]2[CH:16]=[CH:15][CH:14]=[CH:13][CH:12]=2)([C:8](Cl)=[O:9])[CH2:4][CH2:3]1.[C:17]1([CH2:23][NH2:24])[CH:22]=[CH:21][CH:20]=[CH:19][CH:18]=1.C(N(CC)CC)C.C([O-])([O-])=O.[K+].[K+]. Product: [CH3:1][N:2]1[CH2:7][CH2:6][C:5]([C:11]2[CH:16]=[CH:15][CH:14]=[CH:13][CH:12]=2)([C:8]([NH:24][CH2:23][C:17]2[CH:22]=[CH:21][CH:20]=[CH:19][CH:18]=2)=[O:9])[CH2:4][CH2:3]1. The catalyst class is: 34. (3) Reactant: C(O[C:6](=O)[N:7]([C@H:9]([C:11](=[O:48])[NH:12][C@@H:13]1[C:19](=[O:20])[N:18]([CH2:21][CH2:22][C:23]2[C:32]3[C:27](=[CH:28][CH:29]=[CH:30][CH:31]=3)[CH:26]=[CH:25][CH:24]=2)[C:17]2[CH:33]=[CH:34][CH:35]=[CH:36][C:16]=2[N:15]([C:37](=[O:47])[C:38]2[CH:43]=[CH:42][C:41]([C:44](=[O:46])[CH3:45])=[CH:40][CH:39]=2)[CH2:14]1)[CH3:10])C)(C)(C)C. Product: [C:44]([C:41]1[CH:40]=[CH:39][C:38]([C:37]([N:15]2[CH2:14][C@H:13]([NH:12][C:11](=[O:48])[C@@H:9]([NH:7][CH3:6])[CH3:10])[C:19](=[O:20])[N:18]([CH2:21][CH2:22][C:23]3[C:32]4[C:27](=[CH:28][CH:29]=[CH:30][CH:31]=4)[CH:26]=[CH:25][CH:24]=3)[C:17]3[CH:33]=[CH:34][CH:35]=[CH:36][C:16]2=3)=[O:47])=[CH:43][CH:42]=1)(=[O:46])[CH3:45]. The catalyst class is: 28. (4) Reactant: C(OC([NH:11][C@H:12]1[CH2:17][CH2:16][N:15]([C:18]2[S:19][C:20]([CH3:28])=[C:21]([C:23]([O:25][CH2:26][CH3:27])=[O:24])[N:22]=2)[CH2:14][C@H:13]1[O:29][CH3:30])=O)C1C=CC=CC=1.[H][H]. Product: [NH2:11][C@H:12]1[CH2:17][CH2:16][N:15]([C:18]2[S:19][C:20]([CH3:28])=[C:21]([C:23]([O:25][CH2:26][CH3:27])=[O:24])[N:22]=2)[CH2:14][C@H:13]1[O:29][CH3:30]. The catalyst class is: 178. (5) Reactant: [C:1]([C:4]1[CH:5]=[CH:6][C:7]2[N:11]=[C:10]([CH3:12])[N:9]([CH2:13][C:14]3[CH:19]=[CH:18][CH:17]=[CH:16][C:15]=3[Cl:20])[C:8]=2[CH:21]=1)([OH:3])=O.[C:22]1([S:28]([NH2:31])(=[O:30])=[O:29])[CH:27]=[CH:26][CH:25]=[CH:24][CH:23]=1.C1(C2CCCCCCCCCC=2)CCCCCCCCNN=1. Product: [C:22]1([S:28]([NH:31][C:1]([C:4]2[CH:5]=[CH:6][C:7]3[N:11]=[C:10]([CH3:12])[N:9]([CH2:13][C:14]4[CH:19]=[CH:18][CH:17]=[CH:16][C:15]=4[Cl:20])[C:8]=3[CH:21]=2)=[O:3])(=[O:30])=[O:29])[CH:27]=[CH:26][CH:25]=[CH:24][CH:23]=1. The catalyst class is: 9.